Dataset: NCI-60 drug combinations with 297,098 pairs across 59 cell lines. Task: Regression. Given two drug SMILES strings and cell line genomic features, predict the synergy score measuring deviation from expected non-interaction effect. Drug 1: CC1=C2C(C(=O)C3(C(CC4C(C3C(C(C2(C)C)(CC1OC(=O)C(C(C5=CC=CC=C5)NC(=O)OC(C)(C)C)O)O)OC(=O)C6=CC=CC=C6)(CO4)OC(=O)C)O)C)O. Drug 2: CC1CCCC2(C(O2)CC(NC(=O)CC(C(C(=O)C(C1O)C)(C)C)O)C(=CC3=CSC(=N3)C)C)C. Cell line: OVCAR-8. Synergy scores: CSS=51.1, Synergy_ZIP=4.04, Synergy_Bliss=5.14, Synergy_Loewe=1.20, Synergy_HSA=5.38.